From a dataset of Catalyst prediction with 721,799 reactions and 888 catalyst types from USPTO. Predict which catalyst facilitates the given reaction. (1) Reactant: [OH:1][C@@H:2]1[C@H:18]2[C@@H:9]([CH2:10][CH2:11][C:12]3[C@:17]2([CH3:19])[CH2:16][CH2:15][C:14](=[O:20])[CH:13]=3)[C@H:8]2[C@@:4]([CH3:26])([C@@:5]([OH:25])([C:21](=[O:24])CO)[CH2:6][CH2:7]2)[CH2:3]1.I(O)(O)(O)(O)(O)=[O:28]. Product: [OH:1][C@@H:2]1[C@H:18]2[C@@H:9]([CH2:10][CH2:11][C:12]3[C@:17]2([CH3:19])[CH2:16][CH2:15][C:14](=[O:20])[CH:13]=3)[C@H:8]2[C@@:4]([CH3:26])([C@@:5]([OH:25])([C:21]([OH:28])=[O:24])[CH2:6][CH2:7]2)[CH2:3]1. The catalyst class is: 24. (2) Reactant: [O:1]1[CH2:5][CH2:4][CH:3]([C:6]([OH:8])=O)[CH2:2]1.Cl.[CH3:10][NH:11][O:12][CH3:13].Cl.CN(C)CCCN=C=NCC.ON1C2C=CC=CC=2N=N1.CN1CCOCC1. Product: [CH3:13][O:12][N:11]([CH3:10])[C:6]([CH:3]1[CH2:4][CH2:5][O:1][CH2:2]1)=[O:8]. The catalyst class is: 46. (3) Reactant: O[CH:2]=[C:3]1[C:12]2([CH2:17][CH2:16][N:15]([C:18](=[O:31])[C:19]3[CH:24]=[CH:23][C:22]([O:25][CH3:26])=[C:21]([C:27]([F:30])([F:29])[F:28])[CH:20]=3)[CH2:14][CH2:13]2)[O:11][C:10]2[C:5](=[CH:6][CH:7]=[CH:8][CH:9]=2)[C:4]1=O.[NH2:33][NH2:34]. Product: [CH3:26][O:25][C:22]1[CH:23]=[CH:24][C:19]([C:18]([N:15]2[CH2:14][CH2:13][C:12]3([C:3]4[CH:2]=[N:34][NH:33][C:4]=4[C:5]4[CH:6]=[CH:7][CH:8]=[CH:9][C:10]=4[O:11]3)[CH2:17][CH2:16]2)=[O:31])=[CH:20][C:21]=1[C:27]([F:28])([F:29])[F:30]. The catalyst class is: 8. (4) Reactant: C1[C@@H](CCCC[C:10]([OH:12])=[O:11])SSC1.[N-]=[N+]=[N-].CC(C)=C.C1C(=O)OC(=O)C=1.[NH2:27][CH2:28][CH2:29][C:30]1[CH:37]=[CH:36][C:34]([OH:35])=[C:32]([OH:33])[CH:31]=1. Product: [O:11]=[C:10]([C@H:28]([CH2:29][C:30]1[CH:31]=[C:32]([OH:33])[C:34]([OH:35])=[CH:36][CH:37]=1)[NH2:27])[OH:12]. The catalyst class is: 338. (5) Reactant: [OH:1][C:2]1[CH:3]=[C:4]([CH:7]=[CH:8][CH:9]=1)[CH:5]=[O:6].[CH2:10](I)[CH2:11][CH3:12].C(=O)([O-])[O-].[K+].[K+]. Product: [CH2:10]([O:1][C:2]1[CH:3]=[C:4]([CH:7]=[CH:8][CH:9]=1)[CH:5]=[O:6])[CH2:11][CH3:12]. The catalyst class is: 131.